Dataset: Forward reaction prediction with 1.9M reactions from USPTO patents (1976-2016). Task: Predict the product of the given reaction. (1) Given the reactants [CH3:1][C:2]([CH3:9])([CH3:8])[C:3](=O)[CH2:4][C:5]#[N:6].[ClH:10].[CH3:11][O:12][C:13]1[CH:14]=[C:15]([NH:19][NH2:20])[CH:16]=[CH:17][CH:18]=1, predict the reaction product. The product is: [ClH:10].[C:2]([C:3]1[CH:4]=[C:5]([NH2:6])[N:19]([C:15]2[CH:16]=[CH:17][CH:18]=[C:13]([O:12][CH3:11])[CH:14]=2)[N:20]=1)([CH3:9])([CH3:8])[CH3:1]. (2) The product is: [Cl:15][C:10]1[CH:9]=[C:8]([C:6]2[N:5]=[C:4]([N:16]3[CH2:20][CH2:19][CH2:18][CH:17]3[CH3:21])[N:3]=[C:2]([N:35]3[CH2:36][CH2:37][N:32]([C:24]4[N:25]=[CH:26][C:27]([NH2:29])=[CH:28][C:23]=4[CH3:22])[CH2:33][CH2:34]3)[CH:7]=2)[CH:13]=[CH:12][C:11]=1[F:14]. Given the reactants Cl[C:2]1[CH:7]=[C:6]([C:8]2[CH:13]=[CH:12][C:11]([F:14])=[C:10]([Cl:15])[CH:9]=2)[N:5]=[C:4]([N:16]2[CH2:20][CH2:19][CH2:18][CH:17]2[CH3:21])[N:3]=1.[CH3:22][C:23]1[C:24]([N:32]2[CH2:37][CH2:36][NH:35][CH2:34][CH2:33]2)=[N:25][CH:26]=[C:27]([N+:29]([O-])=O)[CH:28]=1.CCN(C(C)C)C(C)C, predict the reaction product. (3) Given the reactants [F:1][CH:2]([F:11])[O:3][C:4]1[CH:5]=[C:6]([CH:8]=[CH:9][CH:10]=1)[NH2:7].[N:12]([O-])=O.[Na+].C([O-])(=O)C.[Na+].[C:21]([CH2:24][C:25](=[O:27])[CH3:26])(=[O:23])[CH3:22], predict the reaction product. The product is: [F:1][CH:2]([F:11])[O:3][C:4]1[CH:5]=[C:6]([NH:7][N:12]=[C:24]([C:25](=[O:27])[CH3:26])[C:21](=[O:23])[CH3:22])[CH:8]=[CH:9][CH:10]=1.